Dataset: Experimentally validated miRNA-target interactions with 360,000+ pairs, plus equal number of negative samples. Task: Binary Classification. Given a miRNA mature sequence and a target amino acid sequence, predict their likelihood of interaction. (1) The miRNA is mmu-miR-369-3p with sequence AAUAAUACAUGGUUGAUCUUU. The protein sequence of the target gene is MASVPAEAETRQRLLRTVKKEVKQIMEEAVTRKFVHEDSSHIISFCAAVEACVLHGLRRRAAGFLRSNKIAALFMKVGKGFPPAEELSRKVQELEQLIESARNQIQGLQENVRKLPKLPNLSPLAIKHLWIRTALFGRVLDKIVHYLVENSSKYYEKEALLMDPVDGPILASLLVGPCALEYTKMKTADHFWTDPSADELVQRHRIHSSHLRQDSPTKRPALCIQKRHSSGSMDDRPSISARDYVESLHQDSRATLLYGKNNVLVQPRDDMEAVPGYLSLHQTADVMTLKWTPNQLMNGS.... Result: 0 (no interaction). (2) The miRNA is hsa-miR-1247-3p with sequence CCCCGGGAACGUCGAGACUGGAGC. The protein sequence of the target gene is MLGKGGKRKFDEHEDGLEGKIVSPCDGPSKVSYTLQRQTIFNISLMKLYNHRPLTEPSLQKTVLINNMLRRIQEELKQEGSLRPMFTPSSQPTTEPSDSYREAPPAFSHLASPSSHPCDLGSTTPLEACLTPASLLEDDDDTFCTSQAMQPTAPTKLSPPALLPEKDSFSSALDEIEELCPTSTSTEAATAATDSVKGTSSEAGTQKLDGPQESRADDSKLMDSLPGNFEITTSTGFLTDLTLDDILFADIDTSMYDFDPCTSSSGTASKMAPVSADDLLKTLAPYSSQPVTPSQPFKMD.... Result: 1 (interaction). (3) The miRNA is hsa-miR-6832-3p with sequence ACCCUUUUUCUCUUUCCCAG. The protein sequence of the target gene is MSKKKGLSAEEKRTRMMEIFSETKDVFQLKDLEKIAPKEKGITAMSVKEVLQSLVDDGMVDCERIGTSNYYWAFPSKALHARKHKLEVLESQLSEGSQKHASLQKSIEKAKIGRCETEERTRLAKELSSLRDQREQLKAEVEKYKDCDPQVVEEIRQANKVAKEAANRWTDNIFAIKSWAKRKFGFEENKIDRTFGIPEDFDYID. Result: 0 (no interaction). (4) The miRNA is mmu-miR-338-5p with sequence AACAAUAUCCUGGUGCUGAGUG. The protein sequence of the target gene is MAAAGGARLLRAASAVLGGPAGRWLHHAGSRAGSSGLLRNRGPGGSAEASRSLSVSARARSSSEDKITVHFINRDGETLTTKGKVGDSLLDVVVENNLDIDGFGACEGTLACSTCHLIFEDHIYEKLDAITDEENDMLDLAYGLTDRSRLGCQICLTKSMDNMTVRVPETVADARQSIDVGKTS. Result: 0 (no interaction).